Dataset: Drug-target binding data from BindingDB using IC50 measurements. Task: Regression. Given a target protein amino acid sequence and a drug SMILES string, predict the binding affinity score between them. We predict pIC50 (pIC50 = -log10(IC50 in M); higher means more potent). Dataset: bindingdb_ic50. (1) The small molecule is O=C(Nc1cccc(Nc2ccc3c(c2)NC(=O)/C3=C\c2ccc[nH]2)c1)Nc1cccc(C(F)(F)F)c1. The target protein (Q03142) has sequence MWLLLALLSIFQGTPALSLEASEEMEQEPCLAPILEQQEQVLTVALGQPVRLCCGRTERGRHWYKEGSRLASAGRVRGWRGRLEIASFLPEDAGRYLCLARGSMTVVHNLTLLMDDSLTSISNDEDPKTLSSSSSGHVYPQQAPYWTHPQRMEKKLHAVPAGNTVKFRCPAAGNPMPTIHWLKDGQAFHGENRIGGIRLRHQHWSLVMESVVPSDRGTYTCLVENSLGSIRYSYLLDVLERSPHRPILQAGLPANTTAVVGSDVELLCKVYSDAQPHIQWLKHVVINGSSFGADGFPYVQVLKTTDINSSEVEVLYLRNVSAEDAGEYTCLAGNSIGLSYQSAWLTVLPEEDLTWTTATPEARYTDIILYVSGSLVLLVLLLLAGVYHRQVIRGHYSRQPVTIQKLSRFPLARQFSLESRSSGKSSLSLVRGVRLSSSGPPLLTGLVNLDLPLDPLWEFPRDRLVLGKPLGEGCFGQVVRAEAFGMDPSRPDQTSTVAVK.... The pIC50 is 5.7. (2) The compound is O=c1oc2ccc(-c3ccc(F)cc3F)cc2c(=O)n1-c1cc(F)ccc1F. The target protein (O35235) has sequence MRRASRDYGKYLRSSEEMGSGPGVPHEGPLHPAPSAPAPAPPPAASRSMFLALLGLGLGQVVCSIALFLYFRAQMDPNRISEDSTHCFYRILRLHENADLQDSTLESEDTLPDSCRRMKQAFQGAVQKELQHIVGPQRFSGAPAMMEGSWLDVAQRGKPEAQPFAHLTINAASIPSGSHKVTLSSWYHDRGWAKISNMTLSNGKLRVNQDGFYYLYANICFRHHETSGSVPTDYLQLMVYVVKTSIKIPSSHNLMKGGSTKNWSGNSEFHFYSINVGGFFKLRAGEEISIQVSNPSLLDPDQDATYFGAFKVQDID. The pIC50 is 5.4.